This data is from Full USPTO retrosynthesis dataset with 1.9M reactions from patents (1976-2016). The task is: Predict the reactants needed to synthesize the given product. (1) Given the product [S:1]1[CH:5]=[CH:4][C:3]2[C:6]([C:10](=[O:12])[CH2:11][Br:13])=[CH:7][CH:8]=[CH:9][C:2]1=2, predict the reactants needed to synthesize it. The reactants are: [S:1]1[CH:5]=[CH:4][C:3]2[C:6]([C:10](=[O:12])[CH3:11])=[CH:7][CH:8]=[CH:9][C:2]1=2.[Br:13]C1C2C=CSC=2C=CC=1.C(OCCCC)=C. (2) The reactants are: F[C:2]1[N:7]=[C:6]([NH2:8])[CH:5]=[CH:4][CH:3]=1.[CH3:9][CH:10]1[CH2:14][CH2:13][CH:12]([CH3:15])[NH:11]1. Given the product [CH3:9][CH:10]1[CH2:14][CH2:13][CH:12]([CH3:15])[N:11]1[C:2]1[N:7]=[C:6]([NH2:8])[CH:5]=[CH:4][CH:3]=1, predict the reactants needed to synthesize it. (3) The reactants are: [CH3:1][O:2][C:3](=[O:12])[CH2:4][C:5]1[CH:6]=[N:7][CH:8]=[C:9](Br)[CH:10]=1.C1(P(C2CCCCC2)C2C=CC=CC=2C2C(OC)=CC=CC=2OC)CCCCC1.P([O-])([O-])([O-])=O.[K+].[K+].[K+].[CH3:50][C:51]1[CH:52]=[C:53]([C:67]([C:72]2[CH:77]=[CH:76][C:75](/[CH:78]=[CH:79]/[C:80]([CH2:84][CH3:85])([OH:83])[CH2:81][CH3:82])=[C:74]([CH3:86])[CH:73]=2)([CH2:70][CH3:71])[CH2:68][CH3:69])[CH:54]=[C:55]([CH3:66])[C:56]=1B1OC(C)(C)C(C)(C)O1.C(=O)(O)[O-].[Na+]. Given the product [CH3:1][O:2][C:3](=[O:12])[CH2:4][C:5]1[CH:6]=[N:7][CH:8]=[C:9]([C:56]2[C:55]([CH3:66])=[CH:54][C:53]([C:67]([CH2:68][CH3:69])([C:72]3[CH:77]=[CH:76][C:75](/[CH:78]=[CH:79]/[C:80]([CH2:84][CH3:85])([OH:83])[CH2:81][CH3:82])=[C:74]([CH3:86])[CH:73]=3)[CH2:70][CH3:71])=[CH:52][C:51]=2[CH3:50])[CH:10]=1, predict the reactants needed to synthesize it. (4) Given the product [Si:10]([O:17][CH2:18][C:19]1([F:7])[CH2:23][N:22]([C:24]([O:26][C:27]([CH3:30])([CH3:29])[CH3:28])=[O:25])[C@H:21]([C:31]([O:33][CH3:34])=[O:32])[CH2:20]1)([C:13]([CH3:16])([CH3:15])[CH3:14])([CH3:12])[CH3:11], predict the reactants needed to synthesize it. The reactants are: CCN(S(F)(F)[F:7])CC.[Si:10]([O:17][CH2:18][C:19]1(O)[CH2:23][N:22]([C:24]([O:26][C:27]([CH3:30])([CH3:29])[CH3:28])=[O:25])[C@H:21]([C:31]([O:33][CH3:34])=[O:32])[CH2:20]1)([C:13]([CH3:16])([CH3:15])[CH3:14])([CH3:12])[CH3:11]. (5) Given the product [ClH:51].[ClH:51].[CH3:1][N:2]1[C:10]2[CH:9]=[C:8]([N:11]3[CH:16]=[CH:15][C:14]([C:17]4[CH:18]=[N:19][C:20]([C:23]([F:24])([F:25])[F:26])=[CH:21][CH:22]=4)=[CH:13][C:12]3=[O:27])[CH:7]=[CH:6][C:5]=2[C:4]2[CH2:28][NH:29][CH2:30][CH2:31][C:3]1=2, predict the reactants needed to synthesize it. The reactants are: [CH3:1][N:2]1[C:10]2[CH:9]=[C:8]([N:11]3[CH:16]=[CH:15][C:14]([C:17]4[CH:18]=[N:19][C:20]([C:23]([F:26])([F:25])[F:24])=[CH:21][CH:22]=4)=[CH:13][C:12]3=[O:27])[CH:7]=[CH:6][C:5]=2[C:4]2[CH2:28][N:29](C(OC(C)(C)C)=O)[CH2:30][CH2:31][C:3]1=2.C1(N)C(F)=C(F)C(F)=C(N)C=1F.[ClH:51].Cl. (6) Given the product [CH2:6]([O:5][C:1]([O:2][CH2:3][O:40][C:38](=[O:39])[C@H:37]([OH:41])[CH2:36][N:25]([CH2:24][C:21]1[CH:20]=[CH:19][C:18]([C:16]2[CH:17]=[C:12]([Cl:11])[CH:13]=[CH:14][C:15]=2[F:42])=[CH:23][CH:22]=1)[NH:26][C:27]([C:29]1[O:33][N:32]=[C:31]([O:34][CH3:35])[CH:30]=1)=[O:28])=[O:8])[CH3:7], predict the reactants needed to synthesize it. The reactants are: [C:1](=[O:8])([O:5][CH2:6][CH3:7])[O:2][CH2:3]Cl.[Na+].[I-].[Cl:11][C:12]1[CH:13]=[CH:14][C:15]([F:42])=[C:16]([C:18]2[CH:23]=[CH:22][C:21]([CH2:24][N:25]([CH2:36][C@@H:37]([OH:41])[C:38]([OH:40])=[O:39])[NH:26][C:27]([C:29]3[O:33][N:32]=[C:31]([O:34][CH3:35])[CH:30]=3)=[O:28])=[CH:20][CH:19]=2)[CH:17]=1.CCN(C(C)C)C(C)C.